Dataset: Forward reaction prediction with 1.9M reactions from USPTO patents (1976-2016). Task: Predict the product of the given reaction. Given the reactants [NH2:1][C:2]1[CH:3]=[C:4]([NH:10][C:11](=[O:17])[O:12][C:13]([CH3:16])([CH3:15])[CH3:14])[CH:5]=[C:6]([O:8][CH3:9])[CH:7]=1.Cl[C:19]1[N:24]=[C:23]([C:25]2[CH:26]=[CH:27][C:28]([O:33][CH3:34])=[C:29]([CH:32]=2)[C:30]#[N:31])[CH:22]=[CH:21][N:20]=1, predict the reaction product. The product is: [C:30]([C:29]1[CH:32]=[C:25]([C:23]2[CH:22]=[CH:21][N:20]=[C:19]([NH:1][C:2]3[CH:3]=[C:4]([NH:10][C:11](=[O:17])[O:12][C:13]([CH3:14])([CH3:16])[CH3:15])[CH:5]=[C:6]([O:8][CH3:9])[CH:7]=3)[N:24]=2)[CH:26]=[CH:27][C:28]=1[O:33][CH3:34])#[N:31].